This data is from Experimentally validated miRNA-target interactions with 360,000+ pairs, plus equal number of negative samples. The task is: Binary Classification. Given a miRNA mature sequence and a target amino acid sequence, predict their likelihood of interaction. The miRNA is hsa-miR-153-5p with sequence UCAUUUUUGUGAUGUUGCAGCU. The protein sequence of the target gene is MAQASLLACEGLAGVSLVPTAASKKMMLSQIASKQAENGERAGSPDVLRCSSQGHRKDSDKSRSRKDDDSLSEASHSKKTVKKVVVVEQNGSFQVKIPKNFVCEHCFGAFRSSYHLKRHILIHTGEKPFECDICDMRFIQKYHLERHKRVHSGEKPYQCERCHQCFSRTDRLLRHKRMCQGCQSKTSDGQFSL. Result: 1 (interaction).